From a dataset of Reaction yield outcomes from USPTO patents with 853,638 reactions. Predict the reaction yield, written as a fraction of the theoretical maximum amount of product (1.0 means a 100% yield; for example, 0.34 means a 34% yield). (1) The reactants are [Cl:1][CH2:2][CH2:3][CH2:4][O:5][C:6]1[CH:11]=[CH:10][C:9]([C:12]2[S:13][C:14]3[CH2:20][CH2:19][CH2:18][CH:17](C(O)=O)[C:15]=3[N:16]=2)=[CH:8][CH:7]=1.C([N:26]([CH2:29]C)CC)C.C1(P(N=[N+]=[N-])(C2C=CC=CC=2)=[O:38])C=CC=CC=1.[CH3:48][Si:49]([CH3:54])([CH3:53])[CH2:50][CH2:51][OH:52]. The catalyst is C1(C)C=CC=CC=1. The product is [Cl:1][CH2:2][CH2:3][CH2:4][O:5][C:6]1[CH:7]=[CH:8][C:9]([C:12]2[S:13][C:14]3[CH2:20][CH2:19][CH2:18][CH:17]([NH:26][C:29](=[O:38])[O:52][CH2:51][CH2:50][Si:49]([CH3:54])([CH3:53])[CH3:48])[C:15]=3[N:16]=2)=[CH:10][CH:11]=1. The yield is 0.840. (2) The reactants are [CH2:1]([OH:4])[C:2]#[CH:3].I[C:6]1[CH:11]=[CH:10][C:9]([CH3:12])=[CH:8][CH:7]=1.C(N(CC)CC)C. The catalyst is C1COCC1.Cl[Pd](Cl)([P](C1C=CC=CC=1)(C1C=CC=CC=1)C1C=CC=CC=1)[P](C1C=CC=CC=1)(C1C=CC=CC=1)C1C=CC=CC=1.[Cu](I)I. The product is [C:9]1([CH3:12])[CH:10]=[CH:11][C:6]([C:3]#[C:2][CH2:1][OH:4])=[CH:7][CH:8]=1. The yield is 0.700. (3) The reactants are [CH3:1][O:2][C:3]1[CH:4]=[C:5](N)[CH:6]=[C:7]([C:9]([F:12])([F:11])[F:10])[CH:8]=1.FC(F)(F)C(O)=O.[ClH:21].N([O-])=O.[Na+].[S:26](=[O:29])(O)[OH:27]. The catalyst is O.[Cu](Cl)Cl.[Cu]Cl.C(O)(=O)C. The product is [CH3:1][O:2][C:3]1[CH:4]=[C:5]([S:26]([Cl:21])(=[O:29])=[O:27])[CH:6]=[C:7]([C:9]([F:12])([F:11])[F:10])[CH:8]=1. The yield is 0.264. (4) The reactants are [F:1][C:2]1[CH:3]=[C:4]2[C:8](=[CH:9][CH:10]=1)[N:7]([S:11]([C:14]1[CH:19]=[CH:18][C:17]([CH3:20])=[CH:16][CH:15]=1)(=[O:13])=[O:12])[CH:6]=[C:5]2[S:21](Cl)(=[O:23])=[O:22].[CH3:25][NH:26][CH3:27]. The catalyst is C(Cl)Cl.O. The product is [CH3:25][N:26]([CH3:27])[S:21]([C:5]1[C:4]2[C:8](=[CH:9][CH:10]=[C:2]([F:1])[CH:3]=2)[N:7]([S:11]([C:14]2[CH:19]=[CH:18][C:17]([CH3:20])=[CH:16][CH:15]=2)(=[O:13])=[O:12])[CH:6]=1)(=[O:23])=[O:22]. The yield is 0.990.